This data is from Merck oncology drug combination screen with 23,052 pairs across 39 cell lines. The task is: Regression. Given two drug SMILES strings and cell line genomic features, predict the synergy score measuring deviation from expected non-interaction effect. (1) Drug 1: CN1C(=O)C=CC2(C)C3CCC4(C)C(NC(=O)OCC(F)(F)F)CCC4C3CCC12. Drug 2: Nc1ccn(C2OC(CO)C(O)C2(F)F)c(=O)n1. Cell line: RPMI7951. Synergy scores: synergy=-6.47. (2) Drug 1: CN1C(=O)C=CC2(C)C3CCC4(C)C(NC(=O)OCC(F)(F)F)CCC4C3CCC12. Synergy scores: synergy=3.65. Drug 2: O=c1[nH]cc(F)c(=O)[nH]1. Cell line: DLD1. (3) Drug 1: CN(Cc1cnc2nc(N)nc(N)c2n1)c1ccc(C(=O)NC(CCC(=O)O)C(=O)O)cc1. Synergy scores: synergy=-7.45. Cell line: SW620. Drug 2: CC1(c2nc3c(C(N)=O)cccc3[nH]2)CCCN1.